Dataset: Forward reaction prediction with 1.9M reactions from USPTO patents (1976-2016). Task: Predict the product of the given reaction. (1) Given the reactants C(=O)([O-])[O-].[Na+].[Na+].FC(F)(F)S(O[C:13]1[CH2:14][CH2:15][N:16]([C:19]([O:21][CH2:22][C:23]2[CH:28]=[CH:27][CH:26]=[CH:25][CH:24]=2)=[O:20])[CH2:17][CH:18]=1)(=O)=O.[CH3:31][O:32][C:33]1[C:38](B(O)O)=[CH:37][CH:36]=[CH:35][N:34]=1.O, predict the reaction product. The product is: [CH3:31][O:32][C:33]1[C:38]([C:13]2[CH2:14][CH2:15][N:16]([C:19]([O:21][CH2:22][C:23]3[CH:28]=[CH:27][CH:26]=[CH:25][CH:24]=3)=[O:20])[CH2:17][CH:18]=2)=[CH:37][CH:36]=[CH:35][N:34]=1. (2) Given the reactants [C:1]1([CH2:11][N:12]2[CH2:17][CH2:16][CH:15]([CH2:18][N:19](COCC[Si](C)(C)C)[C:20]3[N:24](COCC[Si](C)(C)C)[C:23]4[CH:33]=[CH:34][C:35]([CH:37]([OH:40])[CH2:38][CH3:39])=[CH:36][C:22]=4[N:21]=3)[CH2:14][CH2:13]2)[C:10]2[C:5](=[CH:6][CH:7]=[CH:8][CH:9]=2)[CH:4]=[CH:3][CH:2]=1.C(OCC)(=O)C.O, predict the reaction product. The product is: [C:1]1([CH2:11][N:12]2[CH2:17][CH2:16][CH:15]([CH2:18][NH:19][C:20]3[NH:24][C:23]4[CH:33]=[CH:34][C:35]([CH:37]([OH:40])[CH2:38][CH3:39])=[CH:36][C:22]=4[N:21]=3)[CH2:14][CH2:13]2)[C:10]2[C:5](=[CH:6][CH:7]=[CH:8][CH:9]=2)[CH:4]=[CH:3][CH:2]=1. (3) Given the reactants [CH3:1][C:2]1[CH:7]=[C:6]([CH3:8])[CH:5]=[C:4]([CH3:9])[C:3]=1[S:10](Cl)(=[O:12])=[O:11].[OH:14][NH:15][C:16](=[O:22])[O:17][C:18]([CH3:21])([CH3:20])[CH3:19].C(N(CC)CC)C, predict the reaction product. The product is: [C:18]([O:17][C:16](=[O:22])[NH:15][O:14][S:10]([C:3]1[C:4]([CH3:9])=[CH:5][C:6]([CH3:8])=[CH:7][C:2]=1[CH3:1])(=[O:12])=[O:11])([CH3:21])([CH3:20])[CH3:19]. (4) The product is: [NH2:20][C:19]1[C:10]([Cl:9])=[N:11][C:12]2[C:17]([C:18]=1[NH:23][CH2:24][CH2:25][NH:26][C:27](=[O:33])[O:28][C:29]([CH3:30])([CH3:31])[CH3:32])=[CH:16][CH:15]=[CH:14][CH:13]=2. Given the reactants [O-]S(S([O-])=O)=O.[Na+].[Na+].[Cl:9][C:10]1[C:19]([N+:20]([O-])=O)=[C:18]([NH:23][CH2:24][CH2:25][NH:26][C:27](=[O:33])[O:28][C:29]([CH3:32])([CH3:31])[CH3:30])[C:17]2[C:12](=[CH:13][CH:14]=[CH:15][CH:16]=2)[N:11]=1, predict the reaction product. (5) Given the reactants [OH:1][C:2]1[CH:3]=[C:4]([NH:8][C:9](=[O:11])[CH3:10])[CH:5]=[CH:6][CH:7]=1.C([O-])([O-])=O.[K+].[K+].Br[CH2:19][C:20]#[N:21], predict the reaction product. The product is: [C:20]([CH2:19][O:1][C:2]1[CH:3]=[C:4]([NH:8][C:9](=[O:11])[CH3:10])[CH:5]=[CH:6][CH:7]=1)#[N:21]. (6) Given the reactants [Cl:1][C:2]1[C:3]([C:9]2[C:18](=[O:19])[NH:17][C:12]3=[N:13][CH:14]=[CH:15][N:16]=[C:11]3[C:10]=2[O:20][C:21](=[O:25])[CH:22]([CH3:24])[CH3:23])=[N:4][CH:5]=[C:6]([Cl:8])[CH:7]=1.C(=O)([O-])[O-].[K+].[K+].[CH2:32](I)[CH3:33], predict the reaction product. The product is: [Cl:1][C:2]1[C:3]([C:9]2[C:18](=[O:19])[N:17]([CH2:32][CH3:33])[C:12]3=[N:13][CH:14]=[CH:15][N:16]=[C:11]3[C:10]=2[O:20][C:21](=[O:25])[CH:22]([CH3:23])[CH3:24])=[N:4][CH:5]=[C:6]([Cl:8])[CH:7]=1.